Dataset: Catalyst prediction with 721,799 reactions and 888 catalyst types from USPTO. Task: Predict which catalyst facilitates the given reaction. (1) Product: [Cl:42][C:11]1[C:10]2[NH:9][C:8](=[O:13])[C:7]3[S:14][CH:15]=[CH:16][C:6]=3[C:5]=2[C:4]([C:17]2[CH:22]=[CH:21][C:20]([CH:23]([CH2:33][CH3:34])[CH2:24][NH:25][C:26](=[O:32])[O:27][C:28]([CH3:29])([CH3:30])[CH3:31])=[CH:19][CH:18]=2)=[C:3]([O:2][CH3:1])[CH:12]=1. Reactant: [CH3:1][O:2][C:3]1[CH:12]=[CH:11][C:10]2[NH:9][C:8](=[O:13])[C:7]3[S:14][CH:15]=[CH:16][C:6]=3[C:5]=2[C:4]=1[C:17]1[CH:22]=[CH:21][C:20]([CH:23]([CH2:33][CH3:34])[CH2:24][NH:25][C:26](=[O:32])[O:27][C:28]([CH3:31])([CH3:30])[CH3:29])=[CH:19][CH:18]=1.C1C(=O)N([Cl:42])C(=O)C1. The catalyst class is: 3. (2) Reactant: [Cl:1][C:2]1[C:10]2[C:5](=[N:6][CH:7]=[C:8]([CH2:11][NH:12]C(=O)OC(C)(C)C)[N:9]=2)[N:4]([S:20]([C:23]2[CH:29]=[CH:28][C:26]([CH3:27])=[CH:25][CH:24]=2)(=[O:22])=[O:21])[CH:3]=1.C(O)(C(F)(F)F)=O. Product: [Cl:1][C:2]1[C:10]2[C:5](=[N:6][CH:7]=[C:8]([CH2:11][NH2:12])[N:9]=2)[N:4]([S:20]([C:23]2[CH:29]=[CH:28][C:26]([CH3:27])=[CH:25][CH:24]=2)(=[O:22])=[O:21])[CH:3]=1. The catalyst class is: 2. (3) Reactant: [N:1]1([CH2:7][CH2:8][CH2:9][NH2:10])[CH2:6][CH2:5][CH2:4][CH2:3][CH2:2]1.[OH-].[Na+].[Br:13][C:14]1[CH:15]=[C:16]([CH:20]=[CH:21][CH:22]=1)[C:17](Cl)=[O:18]. Product: [Br:13][C:14]1[CH:15]=[C:16]([CH:20]=[CH:21][CH:22]=1)[C:17]([NH:10][CH2:9][CH2:8][CH2:7][N:1]1[CH2:6][CH2:5][CH2:4][CH2:3][CH2:2]1)=[O:18]. The catalyst class is: 4. (4) Reactant: [Cl:1][C:2]1[CH:16]=[CH:15][C:5]([C:6]([NH:8][CH:9]2[CH2:14][CH2:13][O:12][CH2:11][CH2:10]2)=[O:7])=[C:4]([S:17][CH2:18][CH2:19][CH3:20])[N:3]=1.[H-].[Na+].[CH3:23]I. Product: [Cl:1][C:2]1[CH:16]=[CH:15][C:5]([C:6]([N:8]([CH3:23])[CH:9]2[CH2:10][CH2:11][O:12][CH2:13][CH2:14]2)=[O:7])=[C:4]([S:17][CH2:18][CH2:19][CH3:20])[N:3]=1. The catalyst class is: 3. (5) Reactant: [N:1]1[C:10]2[C:5](=[CH:6][CH:7]=[CH:8][CH:9]=2)[CH:4]=[CH:3][C:2]=1[CH2:11][CH2:12]O.CC(OC(/N=N/C(OC(C)C)=O)=O)C.C1(P(C2C=CC=CC=2)C2C=CC=CC=2)C=CC=CC=1.[Br:47][C:48]1[CH:49]=[CH:50][C:51]2[N:52]([C:54](=[O:57])[NH:55][N:56]=2)[CH:53]=1. Product: [Br:47][C:48]1[CH:49]=[CH:50][C:51]2[N:52]([C:54](=[O:57])[N:55]([CH2:12][CH2:11][C:2]3[CH:3]=[CH:4][C:5]4[C:10](=[CH:9][CH:8]=[CH:7][CH:6]=4)[N:1]=3)[N:56]=2)[CH:53]=1. The catalyst class is: 1. (6) Reactant: [O:1]1[CH:5]=[CH:4][N:3]=[C:2]1[CH:6]([CH:8]1[CH2:17][CH2:16][C:15]2[C:10](=[CH:11][CH:12]=[CH:13][CH:14]=2)[CH2:9]1)[OH:7].[CH3:18][C:19]([Si:22](Cl)([CH3:24])[CH3:23])([CH3:21])[CH3:20].N1C=CN=C1. Product: [Si:22]([O:7][CH:6]([CH:8]1[CH2:17][CH2:16][C:15]2[C:10](=[CH:11][CH:12]=[CH:13][CH:14]=2)[CH2:9]1)[C:2]1[O:1][CH:5]=[CH:4][N:3]=1)([C:19]([CH3:21])([CH3:20])[CH3:18])([CH3:24])[CH3:23]. The catalyst class is: 31. (7) Reactant: [Cl:1][C:2]1[CH:7]=[CH:6][CH:5]=[CH:4][C:3]=1[C:8]1[CH:17]=[C:16]([NH:18][S:19]([C:22]2[N:23]=[CH:24][N:25]([CH3:27])[CH:26]=2)(=[O:21])=[O:20])[CH:15]=[C:14]2[C:9]=1[CH2:10][N:11](CC1C=CC(OC)=CC=1)[C:12](=[O:36])[N:13]2[C:28]1[C:33]([Cl:34])=[CH:32][CH:31]=[CH:30][C:29]=1[Cl:35]. Product: [Cl:1][C:2]1[CH:7]=[CH:6][CH:5]=[CH:4][C:3]=1[C:8]1[CH:17]=[C:16]([NH:18][S:19]([C:22]2[N:23]=[CH:24][N:25]([CH3:27])[CH:26]=2)(=[O:21])=[O:20])[CH:15]=[C:14]2[C:9]=1[CH2:10][NH:11][C:12](=[O:36])[N:13]2[C:28]1[C:29]([Cl:35])=[CH:30][CH:31]=[CH:32][C:33]=1[Cl:34]. The catalyst class is: 55. (8) Reactant: [CH3:1][C@@H:2]1[O:6][C@@H:5]([O:7][C@H:8]2[C@H:13]([OH:14])[C@@H:12]([OH:15])[C@H:11]([N:16]=[C:17]([NH2:19])[NH2:18])[C@@H:10]([OH:20])[C@@H:9]2[N:21]=[C:22]([NH2:24])[NH2:23])[C@H:4]([O:25][C@@H:26]2[O:31][C@@H:30]([CH2:32][OH:33])[C@H:29]([OH:34])[C@@H:28]([OH:35])[C@@H:27]2[NH:36][CH3:37])[C@@:3]1([OH:40])[CH:38]=[O:39].OS(O)(=O)=O.ClCCl.O.ClCCl. Product: [CH3:1][C@@H:2]1[O:6][C@@H:5]([O:7][C@H:8]2[C@H:13]([OH:14])[C@@H:12]([OH:15])[C@H:11]([NH:16][C:17]([NH2:19])=[NH:18])[C@@H:10]([OH:20])[C@@H:9]2[NH:21][C:22]([NH2:24])=[NH:23])[C@H:4]([O:25][C@@H:26]2[O:31][C@@H:30]([CH2:32][OH:33])[C@H:29]([OH:34])[C@@H:28]([OH:35])[C@@H:27]2[NH:36][CH3:37])[C@@:3]1([OH:40])[CH:38]=[O:39]. The catalyst class is: 6.